Dataset: NCI-60 drug combinations with 297,098 pairs across 59 cell lines. Task: Regression. Given two drug SMILES strings and cell line genomic features, predict the synergy score measuring deviation from expected non-interaction effect. (1) Drug 1: C1CCC(C1)C(CC#N)N2C=C(C=N2)C3=C4C=CNC4=NC=N3. Drug 2: CNC(=O)C1=NC=CC(=C1)OC2=CC=C(C=C2)NC(=O)NC3=CC(=C(C=C3)Cl)C(F)(F)F. Cell line: NCI-H522. Synergy scores: CSS=17.0, Synergy_ZIP=-5.49, Synergy_Bliss=-1.02, Synergy_Loewe=-10.3, Synergy_HSA=-1.39. (2) Drug 1: CC(C1=C(C=CC(=C1Cl)F)Cl)OC2=C(N=CC(=C2)C3=CN(N=C3)C4CCNCC4)N. Drug 2: CS(=O)(=O)OCCCCOS(=O)(=O)C. Cell line: SN12C. Synergy scores: CSS=12.2, Synergy_ZIP=-4.16, Synergy_Bliss=-2.82, Synergy_Loewe=-6.23, Synergy_HSA=-2.27. (3) Drug 1: CN1CCC(CC1)COC2=C(C=C3C(=C2)N=CN=C3NC4=C(C=C(C=C4)Br)F)OC. Drug 2: C1CNP(=O)(OC1)N(CCCl)CCCl. Cell line: RXF 393. Synergy scores: CSS=9.47, Synergy_ZIP=0.876, Synergy_Bliss=8.34, Synergy_Loewe=-5.38, Synergy_HSA=5.10. (4) Drug 1: C1CCC(C1)C(CC#N)N2C=C(C=N2)C3=C4C=CNC4=NC=N3. Drug 2: CCCS(=O)(=O)NC1=C(C(=C(C=C1)F)C(=O)C2=CNC3=C2C=C(C=N3)C4=CC=C(C=C4)Cl)F. Cell line: RPMI-8226. Synergy scores: CSS=-11.7, Synergy_ZIP=4.95, Synergy_Bliss=4.04, Synergy_Loewe=-8.09, Synergy_HSA=-6.93. (5) Drug 1: C1=CC(=CC=C1C#N)C(C2=CC=C(C=C2)C#N)N3C=NC=N3. Drug 2: CC1=C(C(=O)C2=C(C1=O)N3CC4C(C3(C2COC(=O)N)OC)N4)N. Cell line: BT-549. Synergy scores: CSS=14.6, Synergy_ZIP=5.70, Synergy_Bliss=1.05, Synergy_Loewe=-11.4, Synergy_HSA=-2.91. (6) Drug 1: CCN(CC)CCNC(=O)C1=C(NC(=C1C)C=C2C3=C(C=CC(=C3)F)NC2=O)C. Drug 2: CC1C(C(CC(O1)OC2CC(CC3=C2C(=C4C(=C3O)C(=O)C5=C(C4=O)C(=CC=C5)OC)O)(C(=O)CO)O)N)O.Cl. Cell line: RXF 393. Synergy scores: CSS=25.6, Synergy_ZIP=-0.583, Synergy_Bliss=0.994, Synergy_Loewe=-9.07, Synergy_HSA=0.939. (7) Drug 1: CC1=C(C(=O)C2=C(C1=O)N3CC4C(C3(C2COC(=O)N)OC)N4)N. Drug 2: C1CC(C1)(C2=CC=C(C=C2)C3=C(C=C4C(=N3)C=CN5C4=NNC5=O)C6=CC=CC=C6)N. Cell line: OVCAR3. Synergy scores: CSS=51.0, Synergy_ZIP=-6.65, Synergy_Bliss=-6.19, Synergy_Loewe=0.130, Synergy_HSA=4.43. (8) Drug 1: CC1C(C(CC(O1)OC2CC(OC(C2O)C)OC3=CC4=CC5=C(C(=O)C(C(C5)C(C(=O)C(C(C)O)O)OC)OC6CC(C(C(O6)C)O)OC7CC(C(C(O7)C)O)OC8CC(C(C(O8)C)O)(C)O)C(=C4C(=C3C)O)O)O)O. Drug 2: CC1CCCC2(C(O2)CC(NC(=O)CC(C(C(=O)C(C1O)C)(C)C)O)C(=CC3=CSC(=N3)C)C)C. Cell line: U251. Synergy scores: CSS=50.1, Synergy_ZIP=0.450, Synergy_Bliss=-1.71, Synergy_Loewe=-3.92, Synergy_HSA=1.14. (9) Drug 1: C1=NC2=C(N1)C(=S)N=C(N2)N. Drug 2: CC1CCC2CC(C(=CC=CC=CC(CC(C(=O)C(C(C(=CC(C(=O)CC(OC(=O)C3CCCCN3C(=O)C(=O)C1(O2)O)C(C)CC4CCC(C(C4)OC)OCCO)C)C)O)OC)C)C)C)OC. Cell line: MOLT-4. Synergy scores: CSS=44.5, Synergy_ZIP=-9.04, Synergy_Bliss=-13.3, Synergy_Loewe=-9.82, Synergy_HSA=-8.58. (10) Drug 1: CC1=C(C=C(C=C1)NC2=NC=CC(=N2)N(C)C3=CC4=NN(C(=C4C=C3)C)C)S(=O)(=O)N.Cl. Drug 2: C1=NNC2=C1C(=O)NC=N2. Cell line: PC-3. Synergy scores: CSS=3.47, Synergy_ZIP=-1.10, Synergy_Bliss=2.73, Synergy_Loewe=2.16, Synergy_HSA=2.19.